The task is: Predict the product of the given reaction.. This data is from Forward reaction prediction with 1.9M reactions from USPTO patents (1976-2016). (1) Given the reactants [NH:1]1[C:5]2[CH2:6][N:7]([C:10]([O:12][C:13]([CH3:16])([CH3:15])[CH3:14])=[O:11])[CH2:8][CH2:9][C:4]=2[CH:3]=[N:2]1.[H-].[Na+].[CH3:19]I, predict the reaction product. The product is: [CH3:19][N:1]1[C:5]2[CH2:6][N:7]([C:10]([O:12][C:13]([CH3:16])([CH3:15])[CH3:14])=[O:11])[CH2:8][CH2:9][C:4]=2[CH:3]=[N:2]1. (2) Given the reactants C(N(CC)CC)C.CN(C1C=CC=CN=1)C.CN(C)C(Cl)=S.O[C:24]1[C:25](C)=[C:26]2[C:30](=[CH:31][C:32]=1C=O)[C:29](=[O:35])[C:28](/C=C/C)=[CH:27]2, predict the reaction product. The product is: [C:29]1(=[O:35])[C:30]2[C:26](=[CH:25][CH:24]=[CH:32][CH:31]=2)[CH:27]=[CH:28]1. (3) Given the reactants C(OC([N:8]1[CH2:13][CH2:12][CH:11]([C:14]2[CH:19]=[CH:18][CH:17]=[CH:16][C:15]=2[OH:20])[CH2:10][CH2:9]1)=O)(C)(C)C.[CH3:21][C:22](C)([O-])[CH3:23].[K+].IC(C)C, predict the reaction product. The product is: [CH3:21][CH:22]([O:20][C:15]1[CH:16]=[CH:17][CH:18]=[CH:19][C:14]=1[CH:11]1[CH2:10][CH2:9][NH:8][CH2:13][CH2:12]1)[CH3:23]. (4) Given the reactants Cl[C:2]1[C:11]2[C:6](=[CH:7][C:8]([O:20][CH3:21])=[CH:9][C:10]=2[O:12][CH:13]2[CH2:18][CH2:17][N:16]([CH3:19])[CH2:15][CH2:14]2)[N:5]=[CH:4][N:3]=1.[C:22]([C:24]1[CH:25]=[C:26]([CH:28]=[CH:29][CH:30]=1)[NH2:27])#[CH:23], predict the reaction product. The product is: [C:22]([C:24]1[CH:25]=[C:26]([CH:28]=[CH:29][CH:30]=1)[NH:27][C:2]1[C:11]2[C:6](=[CH:7][C:8]([O:20][CH3:21])=[CH:9][C:10]=2[O:12][CH:13]2[CH2:18][CH2:17][N:16]([CH3:19])[CH2:15][CH2:14]2)[N:5]=[CH:4][N:3]=1)#[CH:23]. (5) Given the reactants [NH2:1][C:2]1[CH:3]=[CH:4][C:5]([C:12]([O:14]C)=[O:13])=[C:6]2[C:10]=1[O:9][CH:8]([CH3:11])[CH2:7]2.Cl[C:17]1[N:26]=[CH:25][C:24]2[N:23]([CH3:27])[C:22](=[O:28])[C@@H:21]([CH2:29][CH3:30])[N:20]([CH:31]3[CH2:35][CH2:34][CH2:33][CH2:32]3)[C:19]=2[N:18]=1.O.C1(C)C=CC(S(O)(=O)=O)=CC=1, predict the reaction product. The product is: [CH:31]1([N:20]2[C:19]3[N:18]=[C:17]([NH:1][C:2]4[CH:3]=[CH:4][C:5]([C:12]([O-:14])=[O:13])=[C:6]5[C:10]=4[O:9][CH:8]([CH3:11])[CH2:7]5)[N:26]=[CH:25][C:24]=3[N:23]([CH3:27])[C:22](=[O:28])[C@H:21]2[CH2:29][CH3:30])[CH2:32][CH2:33][CH2:34][CH2:35]1.[CH3:11][CH:8]1[CH2:7][C:6]2=[C:5]([C:12]([O-:14])=[O:13])[CH:4]=[CH:3][CH:2]=[C:10]2[O:9]1.